Dataset: NCI-60 drug combinations with 297,098 pairs across 59 cell lines. Task: Regression. Given two drug SMILES strings and cell line genomic features, predict the synergy score measuring deviation from expected non-interaction effect. (1) Drug 1: CC1C(C(CC(O1)OC2CC(CC3=C2C(=C4C(=C3O)C(=O)C5=C(C4=O)C(=CC=C5)OC)O)(C(=O)C)O)N)O.Cl. Drug 2: N.N.Cl[Pt+2]Cl. Cell line: ACHN. Synergy scores: CSS=28.7, Synergy_ZIP=-2.29, Synergy_Bliss=-0.720, Synergy_Loewe=-25.2, Synergy_HSA=-0.648. (2) Drug 1: C1CC(C1)(C(=O)O)C(=O)O.[NH2-].[NH2-].[Pt+2]. Drug 2: CN(CCCl)CCCl.Cl. Cell line: NCI/ADR-RES. Synergy scores: CSS=17.9, Synergy_ZIP=-9.22, Synergy_Bliss=-10.9, Synergy_Loewe=-0.290, Synergy_HSA=-6.35. (3) Drug 1: COC1=C(C=C2C(=C1)N=CN=C2NC3=CC(=C(C=C3)F)Cl)OCCCN4CCOCC4. Drug 2: CCC1(CC2CC(C3=C(CCN(C2)C1)C4=CC=CC=C4N3)(C5=C(C=C6C(=C5)C78CCN9C7C(C=CC9)(C(C(C8N6C=O)(C(=O)OC)O)OC(=O)C)CC)OC)C(=O)OC)O.OS(=O)(=O)O. Cell line: OVCAR-4. Synergy scores: CSS=40.6, Synergy_ZIP=2.06, Synergy_Bliss=7.42, Synergy_Loewe=9.00, Synergy_HSA=9.56. (4) Drug 2: CN(C(=O)NC(C=O)C(C(C(CO)O)O)O)N=O. Synergy scores: CSS=30.5, Synergy_ZIP=-3.65, Synergy_Bliss=-10.6, Synergy_Loewe=-34.7, Synergy_HSA=-9.60. Drug 1: C1=CC(=CC=C1CCCC(=O)O)N(CCCl)CCCl. Cell line: MOLT-4. (5) Synergy scores: CSS=30.2, Synergy_ZIP=8.29, Synergy_Bliss=7.03, Synergy_Loewe=-4.22, Synergy_HSA=-0.847. Drug 1: CN1C(=O)N2C=NC(=C2N=N1)C(=O)N. Drug 2: CNC(=O)C1=NC=CC(=C1)OC2=CC=C(C=C2)NC(=O)NC3=CC(=C(C=C3)Cl)C(F)(F)F. Cell line: OVCAR3. (6) Drug 1: CC12CCC(CC1=CCC3C2CCC4(C3CC=C4C5=CN=CC=C5)C)O. Drug 2: C1=CC(=CC=C1C#N)C(C2=CC=C(C=C2)C#N)N3C=NC=N3. Cell line: SK-MEL-28. Synergy scores: CSS=4.33, Synergy_ZIP=0.489, Synergy_Bliss=5.38, Synergy_Loewe=-0.511, Synergy_HSA=1.93. (7) Drug 1: C1CCC(CC1)NC(=O)N(CCCl)N=O. Drug 2: C1=NNC2=C1C(=O)NC=N2. Cell line: CCRF-CEM. Synergy scores: CSS=38.0, Synergy_ZIP=-0.660, Synergy_Bliss=-0.151, Synergy_Loewe=-6.64, Synergy_HSA=2.08.